From a dataset of Forward reaction prediction with 1.9M reactions from USPTO patents (1976-2016). Predict the product of the given reaction. (1) Given the reactants C(OC([N:8]1[CH2:13][CH2:12][N:11]([C:14]2[CH:19]=[CH:18][CH:17]=[C:16]([NH:20][CH2:21][CH2:22][N:23]3[CH2:27][CH2:26][CH2:25][CH2:24]3)[CH:15]=2)[CH2:10][CH2:9]1)=O)(C)(C)C.Cl, predict the reaction product. The product is: [N:11]1([C:14]2[CH:15]=[C:16]([NH:20][CH2:21][CH2:22][N:23]3[CH2:24][CH2:25][CH2:26][CH2:27]3)[CH:17]=[CH:18][CH:19]=2)[CH2:10][CH2:9][NH:8][CH2:13][CH2:12]1. (2) The product is: [CH:16]1([N:14]([CH3:15])[C:13]([C@@H:9]2[CH2:10][CH2:11][CH2:12][NH:8]2)=[O:19])[CH2:18][CH2:17]1. Given the reactants C(OC([N:8]1[CH2:12][CH2:11][CH2:10][C@H:9]1[C:13](=[O:19])[N:14]([CH:16]1[CH2:18][CH2:17]1)[CH3:15])=O)(C)(C)C, predict the reaction product. (3) Given the reactants [Cl:1][C:2]1[N:3]=[CH:4][CH:5]=[C:6]2[C:10]([CH3:11])=[C:9]([CH3:12])[NH:8][C:7]=12.I[CH2:14][CH3:15], predict the reaction product. The product is: [Cl:1][C:2]1[N:3]=[CH:4][CH:5]=[C:6]2[C:10]([CH3:11])=[C:9]([CH3:12])[N:8]([CH2:14][CH3:15])[C:7]=12.